This data is from Peptide-MHC class I binding affinity with 185,985 pairs from IEDB/IMGT. The task is: Regression. Given a peptide amino acid sequence and an MHC pseudo amino acid sequence, predict their binding affinity value. This is MHC class I binding data. The peptide sequence is KLSPSPSSRV. The MHC is HLA-A02:06 with pseudo-sequence HLA-A02:06. The binding affinity (normalized) is 0.415.